Dataset: Full USPTO retrosynthesis dataset with 1.9M reactions from patents (1976-2016). Task: Predict the reactants needed to synthesize the given product. (1) Given the product [CH3:11][C:10]1[N:13]([C:14]2[CH:22]=[CH:21][C:17]([C:18]([OH:20])=[O:19])=[CH:16][CH:15]=2)[C:5]2[CH2:6][CH2:7][CH:2]([CH3:1])[CH2:3][C:4]=2[CH:9]=1, predict the reactants needed to synthesize it. The reactants are: [CH3:1][CH:2]1[CH2:7][CH2:6][C:5](=O)[CH:4]([CH2:9][C:10](=O)[CH3:11])[CH2:3]1.[NH2:13][C:14]1[CH:22]=[CH:21][C:17]([C:18]([OH:20])=[O:19])=[CH:16][CH:15]=1. (2) Given the product [F:25][C:4]([F:3])([F:24])[O:5][C:6]1[CH:7]=[CH:8][C:9]([C:12]2[S:13][C:14]([C:44]([O:43][CH2:47][CH3:46])=[O:26])=[CH:15][N:16]=2)=[CH:10][CH:11]=1, predict the reactants needed to synthesize it. The reactants are: [Al].[Li].[F:3][C:4]([F:25])([F:24])[O:5][C:6]1[CH:11]=[CH:10][C:9]([C:12]2[S:13][CH:14]=[C:15](C(OCC(C)C)=O)[N:16]=2)=[CH:8][CH:7]=1.[OH2:26].O.O.O.O.O.O.O.O.O.S([O-])([O-])(=O)=O.[Na+].[Na+].[O:43]1[CH2:47][CH2:46]C[CH2:44]1.